Dataset: Forward reaction prediction with 1.9M reactions from USPTO patents (1976-2016). Task: Predict the product of the given reaction. (1) Given the reactants [C:1]([O:5][C:6]([N:8]1[CH2:16][C:15]2[C:10](=[CH:11][CH:12]=[C:13](B3OC(C)(C)C(C)(C)O3)[CH:14]=2)[CH2:9]1)=[O:7])([CH3:4])([CH3:3])[CH3:2].Br[C:27]1[CH:28]=[C:29]([CH3:32])[S:30][CH:31]=1, predict the reaction product. The product is: [C:1]([O:5][C:6]([N:8]1[CH2:16][C:15]2[C:10](=[CH:11][CH:12]=[C:13]([C:27]3[CH:28]=[C:29]([CH3:32])[S:30][CH:31]=3)[CH:14]=2)[CH2:9]1)=[O:7])([CH3:2])([CH3:3])[CH3:4]. (2) Given the reactants [OH:1][CH2:2][C@@H:3]1[CH2:7][CH2:6][CH2:5][N:4]1/[N+:8](/[O-:11])=[N:9]/[O-:10].[Na+].Br[CH2:14][CH2:15][CH2:16][CH3:17], predict the reaction product. The product is: [CH2:14]([O:10]/[N:9]=[N+:8](/[N:4]1[CH2:5][CH2:6][CH2:7][C@H:3]1[CH2:2][OH:1])\[O-:11])[CH2:15][CH2:16][CH3:17]. (3) Given the reactants [Na].[NH2:2][C:3]([C:7]1[CH:12]=[CH:11][C:10]([F:13])=[CH:9][C:8]=1[Cl:14])=[CH:4][C:5]#[N:6].[C:15](=O)([O:19]CC)[O:16][CH2:17][CH3:18].Cl, predict the reaction product. The product is: [CH2:17]([O:16][C:15](=[O:19])[NH:2]/[C:3](/[C:7]1[CH:12]=[CH:11][C:10]([F:13])=[CH:9][C:8]=1[Cl:14])=[CH:4]\[C:5]#[N:6])[CH3:18]. (4) Given the reactants [Cl:1][C:2]1[CH:7]=[C:6]([Cl:8])[CH:5]=[CH:4][C:3]=1[NH:9][C:10]1[C:15]2[N:16]=[CH:17][N:18]([CH3:19])[C:14]=2[C:13]([C:20]([O:22]CC)=[O:21])=[CH:12][N:11]=1.[OH-].[Na+], predict the reaction product. The product is: [ClH:1].[Cl:1][C:2]1[CH:7]=[C:6]([Cl:8])[CH:5]=[CH:4][C:3]=1[NH:9][C:10]1[C:15]2[N:16]=[CH:17][N:18]([CH3:19])[C:14]=2[C:13]([C:20]([OH:22])=[O:21])=[CH:12][N:11]=1. (5) Given the reactants C[O:2][C:3](=[O:17])[C:4]1[CH:9]=[C:8]([C:10](=[O:12])[CH3:11])[CH:7]=[CH:6][C:5]=1[O:13][CH:14]([CH3:16])[CH3:15].[OH-].[Na+], predict the reaction product. The product is: [C:10]([C:8]1[CH:7]=[CH:6][C:5]([O:13][CH:14]([CH3:16])[CH3:15])=[C:4]([CH:9]=1)[C:3]([OH:17])=[O:2])(=[O:12])[CH3:11]. (6) Given the reactants Cl.C(N=C=NCCCN(C)C)C.O.ON1C2C=CC=CC=2N=N1.Cl.[F:25][C:26]1[CH:38]=[CH:37][C:29]([O:30][CH:31]2[CH2:36][CH2:35][NH:34][CH2:33][CH2:32]2)=[CH:28][CH:27]=1.[C:39]([O:43][C:44]([NH:46][C@H:47]([C:49](O)=[O:50])[CH3:48])=[O:45])([CH3:42])([CH3:41])[CH3:40].CN1CCOCC1.Cl, predict the reaction product. The product is: [C:39]([O:43][C:44](=[O:45])[NH:46][C@@H:47]([CH3:48])[C:49]([N:34]1[CH2:33][CH2:32][CH:31]([O:30][C:29]2[CH:37]=[CH:38][C:26]([F:25])=[CH:27][CH:28]=2)[CH2:36][CH2:35]1)=[O:50])([CH3:42])([CH3:40])[CH3:41]. (7) Given the reactants Cl[C:2]1[N:11]=[C:10]([N:12]2[CH2:17][CH2:16][O:15][CH2:14][CH2:13]2)[C:9]2[C:4](=[C:5]3[CH:20]=[CH:19][N:18]([CH3:21])[C:6]3=[CH:7][CH:8]=2)[N:3]=1.[NH2:22][C:23]1[CH:28]=[CH:27][C:26](B(O)O)=[CH:25][CH:24]=1.C([O-])([O-])=O.[Na+].[Na+], predict the reaction product. The product is: [CH3:21][N:18]1[C:6]2=[CH:7][CH:8]=[C:9]3[C:4]([N:3]=[C:2]([C:26]4[CH:27]=[CH:28][C:23]([NH2:22])=[CH:24][CH:25]=4)[N:11]=[C:10]3[N:12]3[CH2:17][CH2:16][O:15][CH2:14][CH2:13]3)=[C:5]2[CH:20]=[CH:19]1.